Task: Predict the reactants needed to synthesize the given product.. Dataset: Full USPTO retrosynthesis dataset with 1.9M reactions from patents (1976-2016) Given the product [CH2:34]([N:33]([CH3:32])[C:19](=[O:21])[C:18]1[CH:17]=[CH:16][C:15]([C:22]([OH:31])([C:23]([F:25])([F:26])[F:24])[C:27]([F:28])([F:30])[F:29])=[CH:14][CH:13]=1)[CH2:35][C:36]1[CH:41]=[CH:40][CH:39]=[CH:38][CH:37]=1, predict the reactants needed to synthesize it. The reactants are: C1N=CN(C(N2C=NC=C2)=O)C=1.[CH:13]1[C:18]([C:19]([OH:21])=O)=[CH:17][CH:16]=[C:15]([C:22]([OH:31])([C:27]([F:30])([F:29])[F:28])[C:23]([F:26])([F:25])[F:24])[CH:14]=1.[CH3:32][NH:33][CH2:34][CH2:35][C:36]1[CH:41]=[CH:40][CH:39]=[CH:38][CH:37]=1.